Dataset: Forward reaction prediction with 1.9M reactions from USPTO patents (1976-2016). Task: Predict the product of the given reaction. (1) The product is: [CH2:6]([C:8]1[C@H:13]2[C@H:16]([CH2:15][C:14]2=[CH:30][C:31]([O:33][C:34]([CH3:37])([CH3:36])[CH3:35])=[O:32])[CH2:10][CH:9]=1)[CH3:7]. Given the reactants C([O-])(=O)C.[K+].[CH2:6]([C:8]([CH2:13][CH2:14][CH:15]=[CH2:16])=[CH:9][C:10](O)=O)[CH3:7].C(OC(=O)C)(=O)C.COP([CH2:30][C:31]([O:33][C:34]([CH3:37])([CH3:36])[CH3:35])=[O:32])(OC)=O.[Cl-].[Li+].N12CCCN=C1CCCCC2, predict the reaction product. (2) Given the reactants FC(F)(F)C(OC1C(OC(=O)C(F)(F)F)=C(I)C=CC=1)=[O:4].[F:22][C:23]1[CH:28]=[CH:27][C:26]([F:29])=[CH:25][C:24]=1[C:30]1[O:31][C:32]2[C:38](N)=[C:37]([O:40][CH3:41])[CH:36]=[CH:35][C:33]=2[N:34]=1.[OH2:42], predict the reaction product. The product is: [F:22][C:23]1[CH:28]=[CH:27][C:26]([F:29])=[CH:25][C:24]=1[C:30]1[O:42][C:35]2[C:36](=[O:4])[C:37]([O:40][CH3:41])=[CH:38][C:32](=[O:31])[C:33]=2[N:34]=1.